This data is from hERG potassium channel inhibition data for cardiac toxicity prediction from Karim et al.. The task is: Regression/Classification. Given a drug SMILES string, predict its toxicity properties. Task type varies by dataset: regression for continuous values (e.g., LD50, hERG inhibition percentage) or binary classification for toxic/non-toxic outcomes (e.g., AMES mutagenicity, cardiotoxicity, hepatotoxicity). Dataset: herg_karim. (1) The drug is N#Cc1ccc(C(=O)N2CCN(c3ccc(OC4CCN(C5CCC5)CC4)cc3)C(=O)C2)cc1.O=CO. The result is 1 (blocker). (2) The drug is COc1c(N2CCC(C(N)CC#N)C2)ccc2c(=O)c(C(=O)O)cn(C3CC3)c12. The result is 0 (non-blocker).